This data is from Catalyst prediction with 721,799 reactions and 888 catalyst types from USPTO. The task is: Predict which catalyst facilitates the given reaction. (1) Reactant: Cl[C:2](Cl)([O:4]C(=O)OC(Cl)(Cl)Cl)Cl.[NH2:13][C:14]1[CH:15]=[C:16]([C@H:20]([N:28]([CH3:40])[C:29](=[O:39])[CH2:30][C:31]2[CH:36]=[CH:35][C:34]([Cl:37])=[C:33]([Cl:38])[CH:32]=2)[CH2:21][N:22]2[CH2:26][CH2:25][C@@H:24]([OH:27])[CH2:23]2)[CH:17]=[CH:18][CH:19]=1.C(N(CC)CC)C.ClC(Cl)C.[CH3:52][O:53][CH2:54][CH2:55][O:56][CH2:57][CH2:58][O:59][CH2:60][CH2:61][O:62][CH2:63][CH2:64][O:65][CH2:66][CH2:67][O:68][CH2:69][CH2:70][O:71][CH2:72][CH2:73][NH2:74]. Product: [Cl:38][C:33]1[CH:32]=[C:31]([CH2:30][C:29]([N:28]([C@@H:20]([C:16]2[CH:17]=[CH:18][CH:19]=[C:14]([NH:13][C:2](=[O:4])[NH:74][CH2:73][CH2:72][O:71][CH2:70][CH2:69][O:68][CH2:67][CH2:66][O:65][CH2:64][CH2:63][O:62][CH2:61][CH2:60][O:59][CH2:58][CH2:57][O:56][CH2:55][CH2:54][O:53][CH3:52])[CH:15]=2)[CH2:21][N:22]2[CH2:26][CH2:25][C@@H:24]([OH:27])[CH2:23]2)[CH3:40])=[O:39])[CH:36]=[CH:35][C:34]=1[Cl:37]. The catalyst class is: 245. (2) Reactant: C(OC([N:8]1[CH2:13][CH2:12][N:11]([C:14](=[O:54])[C@@H:15]([NH:40][S:41]([C:44]2[CH:53]=[CH:52][C:51]3[C:46](=[CH:47][CH:48]=[CH:49][CH:50]=3)[CH:45]=2)(=[O:43])=[O:42])[CH2:16][CH2:17][CH2:18][NH:19]/[C:20](/[NH2:39])=[N:21]/[S:22]([C:25]2[C:26]([CH3:38])=[C:27]([CH3:37])[C:28]3[O:32][C:31]([CH3:34])([CH3:33])[CH2:30][C:29]=3[C:35]=2[CH3:36])(=[O:24])=[O:23])[CH2:10][CH2:9]1)=O)(C)(C)C.Cl.CCOCC. Product: [NH2:39]/[C:20](=[N:21]\[S:22]([C:25]1[C:26]([CH3:38])=[C:27]([CH3:37])[C:28]2[O:32][C:31]([CH3:34])([CH3:33])[CH2:30][C:29]=2[C:35]=1[CH3:36])(=[O:24])=[O:23])/[NH:19][CH2:18][CH2:17][CH2:16][C@H:15]([NH:40][S:41]([C:44]1[CH:53]=[CH:52][C:51]2[C:46](=[CH:47][CH:48]=[CH:49][CH:50]=2)[CH:45]=1)(=[O:43])=[O:42])[C:14](=[O:54])[N:11]1[CH2:10][CH2:9][NH:8][CH2:13][CH2:12]1. The catalyst class is: 12. (3) Product: [F:18][C:19]1[CH:26]=[CH:25][CH:24]=[CH:23][C:20]=1[CH2:21][NH:22][CH2:14][C:13]1[CH:16]=[CH:17][C:10]([C:9]2[CH:8]=[CH:7][N:6]=[C:5]3[NH:1][CH:2]=[CH:3][C:4]=23)=[CH:11][CH:12]=1. The catalyst class is: 56. Reactant: [NH:1]1[C:5]2=[N:6][CH:7]=[CH:8][C:9]([C:10]3[CH:17]=[CH:16][C:13]([CH:14]=O)=[CH:12][CH:11]=3)=[C:4]2[CH:3]=[CH:2]1.[F:18][C:19]1[CH:26]=[CH:25][CH:24]=[CH:23][C:20]=1[CH2:21][NH2:22].